From a dataset of NCI-60 drug combinations with 297,098 pairs across 59 cell lines. Regression. Given two drug SMILES strings and cell line genomic features, predict the synergy score measuring deviation from expected non-interaction effect. (1) Drug 1: C1=CC(=CC=C1CC(C(=O)O)N)N(CCCl)CCCl.Cl. Drug 2: C#CCC(CC1=CN=C2C(=N1)C(=NC(=N2)N)N)C3=CC=C(C=C3)C(=O)NC(CCC(=O)O)C(=O)O. Cell line: M14. Synergy scores: CSS=-1.03, Synergy_ZIP=-2.30, Synergy_Bliss=-5.65, Synergy_Loewe=-11.6, Synergy_HSA=-7.62. (2) Drug 1: CC(C)(C#N)C1=CC(=CC(=C1)CN2C=NC=N2)C(C)(C)C#N. Drug 2: C1CNP(=O)(OC1)N(CCCl)CCCl. Cell line: K-562. Synergy scores: CSS=9.12, Synergy_ZIP=4.72, Synergy_Bliss=-1.52, Synergy_Loewe=6.11, Synergy_HSA=0.919. (3) Drug 1: C1CCN(CC1)CCOC2=CC=C(C=C2)C(=O)C3=C(SC4=C3C=CC(=C4)O)C5=CC=C(C=C5)O. Drug 2: CC12CCC3C(C1CCC2O)C(CC4=C3C=CC(=C4)O)CCCCCCCCCS(=O)CCCC(C(F)(F)F)(F)F. Cell line: OVCAR-8. Synergy scores: CSS=1.16, Synergy_ZIP=-0.437, Synergy_Bliss=-1.34, Synergy_Loewe=-2.74, Synergy_HSA=-3.59. (4) Drug 1: CS(=O)(=O)C1=CC(=C(C=C1)C(=O)NC2=CC(=C(C=C2)Cl)C3=CC=CC=N3)Cl. Drug 2: CC(C)(C#N)C1=CC(=CC(=C1)CN2C=NC=N2)C(C)(C)C#N. Cell line: A498. Synergy scores: CSS=7.11, Synergy_ZIP=-1.18, Synergy_Bliss=0.267, Synergy_Loewe=0.894, Synergy_HSA=0.0511. (5) Drug 1: CN(C)N=NC1=C(NC=N1)C(=O)N. Drug 2: COC1=NC(=NC2=C1N=CN2C3C(C(C(O3)CO)O)O)N. Cell line: K-562. Synergy scores: CSS=-0.0675, Synergy_ZIP=0.0688, Synergy_Bliss=0.617, Synergy_Loewe=-15.1, Synergy_HSA=-7.17. (6) Drug 1: C1=CC=C(C(=C1)C(C2=CC=C(C=C2)Cl)C(Cl)Cl)Cl. Drug 2: C1CNP(=O)(OC1)N(CCCl)CCCl. Cell line: T-47D. Synergy scores: CSS=1.53, Synergy_ZIP=-1.10, Synergy_Bliss=-2.42, Synergy_Loewe=-5.83, Synergy_HSA=-3.25.